Dataset: Peptide-MHC class I binding affinity with 185,985 pairs from IEDB/IMGT. Task: Regression. Given a peptide amino acid sequence and an MHC pseudo amino acid sequence, predict their binding affinity value. This is MHC class I binding data. (1) The peptide sequence is PIFFCLWVY. The MHC is HLA-A02:03 with pseudo-sequence HLA-A02:03. The binding affinity (normalized) is 0. (2) The peptide sequence is QQSEARRML. The MHC is HLA-B40:01 with pseudo-sequence HLA-B40:01. The binding affinity (normalized) is 0.0847.